This data is from Drug-target binding data from BindingDB using IC50 measurements. The task is: Regression. Given a target protein amino acid sequence and a drug SMILES string, predict the binding affinity score between them. We predict pIC50 (pIC50 = -log10(IC50 in M); higher means more potent). Dataset: bindingdb_ic50. (1) The target protein (P18266) has sequence MSGRPRTTSFAESCKPVQQPSAFGSMKVSRDKDGSKVTTVVATPGQGPDRPQEVSYTDTKVIGNGSFGVVYQAKLCDSGELVAIKKVLQDKRFKNRELQIMRKLDHCNIVRLRYFFYSSGEKKDEVYLNLVLDYVPETVYRVARHYSRAKQTLPVIYVKLYMYQLFRSLAYIHSFGICHRDIKPQNLLLDPDTAVLKLCDFGSAKQLVRGEPNVSYICSRYYRAPELIFGATDYTSSIDMWSAGCVLAELLLGQPIFPGDSGVDQLVEIIKVLGTPTREQIREMNPNYTEFKFPQIKAHPWTKVFRPRTPPEAIALCSRLLEYTPTARLTPLEACAHSFFDELRDPNVKLPNGRDTPALFNFTTQELSSNPPLATILIPPHARIQAAASPPANATAASDTNAGDRGQTNNAASASASNST. The drug is O=Nc1c(C2C(=O)Nc3ccc(I)cc32)[nH]c2ccccc12. The pIC50 is 8.0. (2) The compound is O=C(CCC(=O)Nc1ccccc1Cl)NN=Cc1ccc(C=NNC(=O)CCC(=O)Nc2ccccc2Cl)cc1. The target protein sequence is MRKIGIIGGTFDPPHYGHLLIANEVYHALNLEEVWFLPNQIPPHKQGRNITSVESRLQMLELATEAEEHFSICLEELSRKGPSYTYDTMLQLTKKYPDVQFHFIIGGDMVEYLPKWYNIEALLDLVTFVGVARPGYKLRTPYPITTVEIPEFAVSSSLLRERYKEKKTCKYLLPEKVQVYIERNGLYES. The pIC50 is 4.8. (3) The small molecule is Cc1cccc(Nc2ccc(C#CC(C)(C)O)cc2)n1. The target protein (Q9UHC3) has sequence MKPTSGPEEARRPASDIRVFASNCSMHGLGHVFGPGSLSLRRGMWAAAVVLSVATFLYQVAERVRYYREFHHQTALDERESHRLIFPAVTLCNINPLRRSRLTPNDLHWAGSALLGLDPAEHAAFLRALGRPPAPPGFMPSPTFDMAQLYARAGHSLDDMLLDCRFRGQPCGPENFTTIFTRMGKCYTFNSGADGAELLTTTRGGMGNGLDIMLDVQQEEYLPVWRDNEETPFEVGIRVQIHSQEEPPIIDQLGLGVSPGYQTFVSCQQQQLSFLPPPWGDCSSASLNPNYEPEPSDPLGSPSPSPSPPYTLMGCRLACETRYVARKCGCRMVYMPGDVPVCSPQQYKNCAHPAIDAMLRKDSCACPNPCASTRYAKELSMVRIPSRAAARFLARKLNRSEAYIAENVLALDIFFEALNYETVEQKKAYEMSELLGDIGGQMGLFIGASLLTILEILDYLCEVFRDKVLGYFWNRQHSQRHSSTNLLQEGLGSHRTQVPH.... The pIC50 is 4.8. (4) The compound is O=C(O)C1C2C=CC(O2)C1C(=O)O. The target protein (Q76MZ3) has sequence MAAADGDDSLYPIAVLIDELRNEDVQLRLNSIKKLSTIALALGVERTRSELLPFLTDTIYDEDEVLLALAEQLGTFTTLVGGPEYVHCLLPPLESLATVEETVVRDKAVESLRAISHEHSPSDLEAHFVPLVKRLAGGDWFTSRTSACGLFSVCYPRVSSAVKAELRQYFRNLCSDDTPMVRRAAASKLGEFAKVLELDNVKSEIIPMFSNLASDEQDSVRLLAVEACVNIAQLLPQEDLEALVMPTLRQAAEDKSWRVRYMVADKFTELQKAVGPEITKTDLVPAFQNLMKDCEAEVRAAASHKVKEFCENLSADCRENVIMTQILPCIKELVSDANQHVKSALASVIMGLSPILGKDNTIEHLLPLFLAQLKDECPEVRLNIISNLDCVNEVIGIRQLSQSLLPAIVELAEDAKWRVRLAIIEYMPLLAGQLGVEFFDEKLNSLCMAWLVDHVYAIREAATSNLKKLVEKFGKEWAHATIIPKVLAMSGDPNYLHRMT.... The pIC50 is 3.5. (5) The drug is Cn1c(=O)c2c(CC(=O)Nc3nc(-c4ccc(F)cc4F)cs3)cccc2n(C)c1=O. The target protein (Q8NET8) has sequence MKAHPKEMVPLMGKRVAAPSGNPAILPEKRPAEITPTKKSAHFFLEIEGFEPNPTVAKTSPPVFSKPMDSNIRQCISGNCDDMDSPQSPQDDVTETPSNPNSPSAQLAKEEQRRKKRRLKKRIFAAVSEGCVEELVELLVELQELCRRRHDEDVPDFLMHKLTASDTGKTCLMKALLNINPNTKEIVRILLAFAEENDILGRFINAEYTEEAYEGQTALNIAIERRQGDIAALLIAAGADVNAHAKGAFFNPKYQHEGFYFGETPLALAACTNQPEIVQLLMEHEQTDITSRDSRGNNILHALVTVAEDFKTQNDFVKRMYDMILLRSGNWELETTRNNDGLTPLQLAAKMGKAEILKYILSREIKEKRLRSLSRKFTDWAYGPVSSSLYDLTNVDTTTDNSVLEITVYNTNIDNRHEMLTLEPLHTLLHMKWKKFAKHMFFLSFCFYFFYNITLTLVSYYRPREEEAIPHPLALTHKMGWLQLLGRMFVLIWAMCISVK.... The pIC50 is 6.0.